Predict the product of the given reaction. From a dataset of Forward reaction prediction with 1.9M reactions from USPTO patents (1976-2016). (1) Given the reactants CC1(C)[O:6][C@H:5]([CH2:7][O:8][C:9]2[C:14]([CH3:15])=[CH:13][C:12]([C:16]3[N:20]=[C:19]([C:21]4[CH:26]=[C:25]([O:27][CH3:28])[N:24]=[C:23]([CH:29]([CH2:32][CH3:33])[CH2:30][CH3:31])[CH:22]=4)[O:18][N:17]=3)=[CH:11][C:10]=2[CH2:34][CH3:35])[CH2:4][O:3]1, predict the reaction product. The product is: [CH2:34]([C:10]1[CH:11]=[C:12]([C:16]2[N:20]=[C:19]([C:21]3[CH:26]=[C:25]([O:27][CH3:28])[N:24]=[C:23]([CH:29]([CH2:32][CH3:33])[CH2:30][CH3:31])[CH:22]=3)[O:18][N:17]=2)[CH:13]=[C:14]([CH3:15])[C:9]=1[O:8][CH2:7][C@@H:5]([OH:6])[CH2:4][OH:3])[CH3:35]. (2) Given the reactants [CH2:1]([O:8][N:9]1[CH2:15][CH:14]=[CH:13][CH2:12][C@@H:11]([NH:16][S:17]([C:20]2[S:21][C:22](Br)=[CH:23][CH:24]=2)(=[O:19])=[O:18])[C:10]1=[O:26])[C:2]1[CH:7]=[CH:6][CH:5]=[CH:4][CH:3]=1.[CH3:27][O:28][C:29]1[CH:34]=[CH:33][C:32](B(O)O)=[CH:31][CH:30]=1.C(=O)([O-])[O-].[K+].[K+], predict the reaction product. The product is: [CH2:1]([O:8][N:9]1[CH2:15][CH:14]=[CH:13][CH2:12][C@@H:11]([NH:16][S:17]([C:20]2[S:21][C:22]([C:32]3[CH:33]=[CH:34][C:29]([O:28][CH3:27])=[CH:30][CH:31]=3)=[CH:23][CH:24]=2)(=[O:19])=[O:18])[C:10]1=[O:26])[C:2]1[CH:7]=[CH:6][CH:5]=[CH:4][CH:3]=1. (3) Given the reactants [CH:1]([C:4]1[C:5]2[C:9]([CH:10]=[CH:11][CH:12]=1)=[N:8][N:7]1[C:13]([CH:18]3[CH2:23][CH2:22][N:21](C(OC(C)(C)C)=O)[CH2:20][CH2:19]3)=[CH:14][C:15](=[O:17])[NH:16][C:6]=21)([CH3:3])[CH3:2].[ClH:31], predict the reaction product. The product is: [ClH:31].[CH:1]([C:4]1[C:5]2[C:9]([CH:10]=[CH:11][CH:12]=1)=[N:8][N:7]1[C:13]([CH:18]3[CH2:23][CH2:22][NH:21][CH2:20][CH2:19]3)=[CH:14][C:15](=[O:17])[NH:16][C:6]=21)([CH3:3])[CH3:2].